From a dataset of Forward reaction prediction with 1.9M reactions from USPTO patents (1976-2016). Predict the product of the given reaction. (1) Given the reactants O.[NH2:2][NH2:3].F[C:5]1[C:12]([F:13])=[CH:11][CH:10]=[CH:9][C:6]=1[CH:7]=O.C(OCC)(=O)C, predict the reaction product. The product is: [F:13][C:12]1[CH:11]=[CH:10][CH:9]=[C:6]2[C:5]=1[NH:3][N:2]=[CH:7]2. (2) Given the reactants [CH2:1]([CH:3]1[CH2:8][C:7](=[O:9])[NH:6][N:5]=[C:4]1[C:10]1[CH:32]=[CH:31][C:13]2[N:14]=[C:15]([C:17]3[CH:30]=[CH:29][C:20]([O:21][CH2:22][CH:23]4[CH2:28][CH2:27][NH:26][CH2:25][CH2:24]4)=[CH:19][CH:18]=3)[O:16][C:12]=2[CH:11]=1)[CH3:2].Cl.[CH3:34][S:35](Cl)(=[O:37])=[O:36], predict the reaction product. The product is: [CH2:1]([CH:3]1[C:4]([C:10]2[CH:32]=[CH:31][C:13]3[N:14]=[C:15]([C:17]4[CH:30]=[CH:29][C:20]([O:21][CH2:22][CH:23]5[CH2:24][CH2:25][N:26]([S:35]([CH3:34])(=[O:37])=[O:36])[CH2:27][CH2:28]5)=[CH:19][CH:18]=4)[O:16][C:12]=3[CH:11]=2)=[N:5][NH:6][C:7](=[O:9])[CH2:8]1)[CH3:2]. (3) Given the reactants [OH:1][C:2]1[C:16]([O:17][C:18]2[CH:19]=[N:20][C:21]([S:24]([CH2:27][CH3:28])(=[O:26])=[O:25])=[CH:22][CH:23]=2)=[CH:15][C:5]2[NH:6][C:7]([C:9]3[CH:14]=[CH:13][CH:12]=[CH:11][N:10]=3)=[N:8][C:4]=2[CH:3]=1.[F:29][C:30]1[CH:35]=[CH:34][CH:33]=[C:32]([C:36]#[N:37])[C:31]=1F, predict the reaction product. The product is: [F:29][C:30]1[CH:35]=[CH:34][CH:33]=[C:32]([C:36]#[N:37])[C:31]=1[O:1][C:2]1[C:16]([O:17][C:18]2[CH:19]=[N:20][C:21]([S:24]([CH2:27][CH3:28])(=[O:25])=[O:26])=[CH:22][CH:23]=2)=[CH:15][C:5]2[NH:6][C:7]([C:9]3[CH:14]=[CH:13][CH:12]=[CH:11][N:10]=3)=[N:8][C:4]=2[CH:3]=1. (4) Given the reactants [Cl:1][C:2]1[C:7]([C:8]2[CH:13]=[CH:12][CH:11]=[C:10]([CH2:14][CH3:15])[CH:9]=2)=[C:6]([C:16]([C@@H:18]2[O:23][CH2:22][CH2:21][N:20]([C:24]([O:26][C:27]([CH3:30])([CH3:29])[CH3:28])=[O:25])[CH2:19]2)=[O:17])[CH:5]=[CH:4][CH:3]=1.B.CSC.B1(C)OC(C2C=CC=CC=2)(C2C=CC=CC=2)[C@@H]2N1CCC2, predict the reaction product. The product is: [Cl:1][C:2]1[C:7]([C:8]2[CH:13]=[CH:12][CH:11]=[C:10]([CH2:14][CH3:15])[CH:9]=2)=[C:6]([C@H:16]([OH:17])[C@@H:18]2[O:23][CH2:22][CH2:21][N:20]([C:24]([O:26][C:27]([CH3:30])([CH3:29])[CH3:28])=[O:25])[CH2:19]2)[CH:5]=[CH:4][CH:3]=1. (5) Given the reactants [C:1]([O:5][C:6]([N:8]1[CH2:14][CH2:13][C:12](=[O:15])[N:11](OCC2C=CC=CC=2)[CH2:10][C@H:9]1[CH2:24][C:25]1[CH:30]=[CH:29][CH:28]=[CH:27][CH:26]=1)=[O:7])([CH3:4])([CH3:3])[CH3:2], predict the reaction product. The product is: [C:1]([O:5][C:6]([N:8]1[CH2:14][CH2:13][C:12](=[O:15])[NH:11][CH2:10][C@H:9]1[CH2:24][C:25]1[CH:26]=[CH:27][CH:28]=[CH:29][CH:30]=1)=[O:7])([CH3:4])([CH3:2])[CH3:3]. (6) Given the reactants [C@@H:1]12[O:7][C@@H:6]1[CH2:5][CH2:4][CH2:3][C@@H:2]2[NH:8][C:9](=[O:18])[O:10][CH2:11][C:12]1[CH:17]=[CH:16][CH:15]=[CH:14][CH:13]=1.[CH3:19][C:20]([O-:22])=[O:21].[Na+].C(O)(=O)C.C(=O)(O)[O-].[Na+], predict the reaction product. The product is: [C:20]([O:22][C@H:6]1[CH2:5][CH2:4][CH2:3][C@H:2]([NH:8][C:9]([O:10][CH2:11][C:12]2[CH:17]=[CH:16][CH:15]=[CH:14][CH:13]=2)=[O:18])[C@@H:1]1[OH:7])(=[O:21])[CH3:19]. (7) Given the reactants NS(N)(=O)=O.Cl[CH2:7][CH2:8][CH2:9][S:10]([N:13]1[CH2:18][CH2:17][CH:16]([C:19]2[C:27]3[C:22](=[C:23]([C:33]([NH2:35])=[O:34])[CH:24]=[C:25]([C:28]4[CH:32]=[CH:31][S:30][CH:29]=4)[CH:26]=3)[NH:21][CH:20]=2)[CH2:15][CH2:14]1)(=[O:12])=[O:11].[NH:36]1[CH2:40][CH2:39][CH2:38][CH2:37]1.C([O-])([O-])=O.[K+].[K+].[Na+].[I-], predict the reaction product. The product is: [N:36]1([CH2:7][CH2:8][CH2:9][S:10]([N:13]2[CH2:18][CH2:17][CH:16]([C:19]3[C:27]4[C:22](=[C:23]([C:33]([NH2:35])=[O:34])[CH:24]=[C:25]([C:28]5[CH:32]=[CH:31][S:30][CH:29]=5)[CH:26]=4)[NH:21][CH:20]=3)[CH2:15][CH2:14]2)(=[O:12])=[O:11])[CH2:40][CH2:39][CH2:38][CH2:37]1. (8) The product is: [C:1]([O:5][CH:6]([C:11]1[C:12]([C:21]2[CH:22]=[C:23]3[C:28](=[CH:29][CH:30]=2)[O:27][CH2:26][CH2:25][CH2:24]3)=[C:13]2[CH:20]=[CH:19][N:18]([CH2:34][C:33]3[C:32]([F:31])=[CH:39][CH:38]=[CH:37][C:36]=3[F:40])[C:14]2=[N:15][C:16]=1[CH3:17])[C:7]([OH:9])=[O:8])([CH3:4])([CH3:3])[CH3:2]. Given the reactants [C:1]([O:5][CH:6]([C:11]1[C:12]([C:21]2[CH:22]=[C:23]3[C:28](=[CH:29][CH:30]=2)[O:27][CH2:26][CH2:25][CH2:24]3)=[C:13]2[CH:20]=[CH:19][NH:18][C:14]2=[N:15][C:16]=1[CH3:17])[C:7]([O:9]C)=[O:8])([CH3:4])([CH3:3])[CH3:2].[F:31][C:32]1[CH:39]=[CH:38][CH:37]=[C:36]([F:40])[C:33]=1[CH2:34]Br, predict the reaction product. (9) The product is: [CH3:12][C:13]1[O:5][C:4](=[O:6])[C:3]2[CH:7]=[CH:8][N:9]=[CH:10][C:2]=2[N:1]=1.[CH3:26][C:25]1[O:24][C:21](=[O:23])[C:22]2[CH:17]=[CH:18][CH:19]=[N:20][C:12]=2[N:11]=1. Given the reactants [NH2:1][C:2]1[CH:10]=[N:9][CH:8]=[CH:7][C:3]=1[C:4]([OH:6])=[O:5].[NH2:11][C:12]1[N:20]=[CH:19][CH:18]=[CH:17][C:13]=1C(O)=O.[C:21]([O:24][C:25](=O)[CH3:26])(=[O:23])[CH3:22], predict the reaction product. (10) Given the reactants C([O:3][C:4](=[O:35])[CH2:5][C:6]1[CH:11]=[C:10]([O:12][C:13]2[CH:18]=[CH:17][C:16]([Br:19])=[CH:15][C:14]=2[CH2:20][N:21]2[C@@H:25]([CH3:26])[C@@H:24]([C:27]3[CH:32]=[CH:31][CH:30]=[CH:29][CH:28]=3)[O:23][C:22]2=[O:33])[CH:9]=[CH:8][C:7]=1[Cl:34])C.[OH-].[Li+], predict the reaction product. The product is: [Br:19][C:16]1[CH:17]=[CH:18][C:13]([O:12][C:10]2[CH:9]=[CH:8][C:7]([Cl:34])=[C:6]([CH2:5][C:4]([OH:35])=[O:3])[CH:11]=2)=[C:14]([CH2:20][N:21]2[C@@H:25]([CH3:26])[C@@H:24]([C:27]3[CH:28]=[CH:29][CH:30]=[CH:31][CH:32]=3)[O:23][C:22]2=[O:33])[CH:15]=1.